Dataset: Reaction yield outcomes from USPTO patents with 853,638 reactions. Task: Predict the reaction yield, written as a fraction of the theoretical maximum amount of product (1.0 means a 100% yield; for example, 0.34 means a 34% yield). (1) The reactants are [OH:1][C:2]1[CH:7]=[CH:6][C:5]([C:8]([C:10]2[CH:15]=[CH:14][C:13]([OH:16])=[CH:12][CH:11]=2)=O)=[CH:4][CH:3]=1.[OH:17][CH2:18][CH2:19][O:20][CH2:21][CH2:22][O:23][C:24]1[CH:29]=[CH:28][C:27]([C:30](=O)[CH2:31][CH2:32][CH2:33][CH3:34])=[CH:26][CH:25]=1. No catalyst specified. The product is [OH:17][CH2:18][CH2:19][O:20][CH2:21][CH2:22][O:23][C:24]1[CH:25]=[CH:26][C:27]([C:30]([CH2:31][CH2:32][CH2:33][CH3:34])=[C:8]([C:10]2[CH:15]=[CH:14][C:13]([OH:16])=[CH:12][CH:11]=2)[C:5]2[CH:6]=[CH:7][C:2]([OH:1])=[CH:3][CH:4]=2)=[CH:28][CH:29]=1. The yield is 0.450. (2) The reactants are Br[C:2]1[C:7]([O:8][CH2:9][C:10]2([CH3:14])[CH2:13][O:12][CH2:11]2)=[C:6]([O:15][CH3:16])[C:5]([O:17][CH:18]([F:20])[F:19])=[CH:4][CH:3]=1.C(=O)([O-])[O-].[Cs+].[Cs+].CC1(C)C(C)(C)OB([C:35]2[CH:36]=[C:37]3[C:41](=[CH:42][CH:43]=2)[C:40](=[O:44])[NH:39][CH2:38]3)O1. The catalyst is CN(C)C=O.[Pd].C1(P(C2C=CC=CC=2)C2C=CC=CC=2)C=CC=CC=1.C1(P(C2C=CC=CC=2)C2C=CC=CC=2)C=CC=CC=1.C1(P(C2C=CC=CC=2)C2C=CC=CC=2)C=CC=CC=1.C1(P(C2C=CC=CC=2)C2C=CC=CC=2)C=CC=CC=1. The product is [F:19][CH:18]([F:20])[O:17][C:5]1[CH:4]=[CH:3][C:2]([C:35]2[CH:36]=[C:37]3[C:41](=[CH:42][CH:43]=2)[C:40](=[O:44])[NH:39][CH2:38]3)=[C:7]([O:8][CH2:9][C:10]2([CH3:14])[CH2:13][O:12][CH2:11]2)[C:6]=1[O:15][CH3:16]. The yield is 0.220. (3) The reactants are [C:1]([OH:11])(=[O:10])[C@H:2]([C:4]1[CH:9]=[CH:8][CH:7]=[CH:6][CH:5]=1)[OH:3].C([O-])([O-])=O.[K+].[K+].CCCCCCCCCCCC.I[C:31]1[CH:32]=[C:33]([CH3:38])[CH:34]=[C:35]([CH3:37])[CH:36]=1.Cl. The catalyst is [Cu]I.CN(C)C(=O)C. The product is [CH3:38][C:33]1[CH:32]=[C:31]([O:10][C:1](=[O:11])[C@H:2]([C:4]2[CH:9]=[CH:8][CH:7]=[CH:6][CH:5]=2)[OH:3])[CH:36]=[C:35]([CH3:37])[CH:34]=1. The yield is 0.340. (4) The reactants are CCN(C(C)C)C(C)C.[C:10](Cl)(=[O:12])[CH3:11].[Cl:14][C:15]1[CH:16]=[C:17]2[C:21](=[CH:22][CH:23]=1)[NH:20][C:19]([C:24]([NH:26][C@@H:27]1[CH2:35][C:34]3[C:29](=[CH:30][CH:31]=[CH:32][CH:33]=3)[C@H:28]1[NH:36][CH2:37][C:38]([O:40][C:41]([CH3:44])([CH3:43])[CH3:42])=[O:39])=[O:25])=[CH:18]2. The catalyst is C1COCC1. The product is [C:10]([N:36]([CH2:37][C:38]([O:40][C:41]([CH3:44])([CH3:43])[CH3:42])=[O:39])[C@@H:28]1[C:29]2[C:34](=[CH:33][CH:32]=[CH:31][CH:30]=2)[CH2:35][C@H:27]1[NH:26][C:24]([C:19]1[NH:20][C:21]2[C:17]([CH:18]=1)=[CH:16][C:15]([Cl:14])=[CH:23][CH:22]=2)=[O:25])(=[O:12])[CH3:11]. The yield is 0.760. (5) The reactants are [OH:1][C:2]1[CH:28]=[CH:27][CH:26]=[CH:25][C:3]=1[CH2:4][NH:5][C:6]([NH:8][C:9]1[N:13]([C:14]2[CH:15]=[N:16][C:17]([CH3:20])=[CH:18][CH:19]=2)[N:12]=[C:11]([C:21]([CH3:24])([CH3:23])[CH3:22])[CH:10]=1)=[O:7].[Cl:29][C:30]1[N:35]=[C:34](Cl)[CH:33]=[CH:32][N:31]=1.[OH-].[Na+]. The catalyst is CC(C)=O. The product is [Cl:29][C:30]1[N:35]=[C:34]([O:1][C:2]2[CH:28]=[CH:27][CH:26]=[CH:25][C:3]=2[CH2:4][NH:5][C:6]([NH:8][C:9]2[N:13]([C:14]3[CH:15]=[N:16][C:17]([CH3:20])=[CH:18][CH:19]=3)[N:12]=[C:11]([C:21]([CH3:22])([CH3:23])[CH3:24])[CH:10]=2)=[O:7])[CH:33]=[CH:32][N:31]=1. The yield is 0.870.